Dataset: Cav3 T-type calcium channel HTS with 100,875 compounds. Task: Binary Classification. Given a drug SMILES string, predict its activity (active/inactive) in a high-throughput screening assay against a specified biological target. (1) The compound is S=c1n(c(n[nH]1)c1c2c(ccc1)cccc2)CC=C. The result is 0 (inactive). (2) The compound is O=C(NC12CC3CC(C1)CC(C2)C3)c1cccnc1. The result is 0 (inactive).